From a dataset of hERG Central: cardiac toxicity at 1µM, 10µM, and general inhibition. Predict hERG channel inhibition at various concentrations. The drug is CCOC(=O)N1CCN(C(=O)c2cc(COc3cccc(C(F)(F)F)c3)on2)CC1. Results: hERG_inhib (hERG inhibition (general)): blocker.